Dataset: NCI-60 drug combinations with 297,098 pairs across 59 cell lines. Task: Regression. Given two drug SMILES strings and cell line genomic features, predict the synergy score measuring deviation from expected non-interaction effect. (1) Drug 1: CCC1=CC2CC(C3=C(CN(C2)C1)C4=CC=CC=C4N3)(C5=C(C=C6C(=C5)C78CCN9C7C(C=CC9)(C(C(C8N6C)(C(=O)OC)O)OC(=O)C)CC)OC)C(=O)OC.C(C(C(=O)O)O)(C(=O)O)O. Drug 2: CN(CCCl)CCCl.Cl. Cell line: SK-MEL-5. Synergy scores: CSS=23.4, Synergy_ZIP=-1.13, Synergy_Bliss=1.02, Synergy_Loewe=-26.4, Synergy_HSA=-1.26. (2) Drug 2: C1=NC2=C(N=C(N=C2N1C3C(C(C(O3)CO)O)O)F)N. Synergy scores: CSS=15.4, Synergy_ZIP=-5.08, Synergy_Bliss=-2.67, Synergy_Loewe=-2.50, Synergy_HSA=-3.31. Drug 1: CC1=CC=C(C=C1)C2=CC(=NN2C3=CC=C(C=C3)S(=O)(=O)N)C(F)(F)F. Cell line: NCIH23. (3) Drug 1: CC1C(C(=O)NC(C(=O)N2CCCC2C(=O)N(CC(=O)N(C(C(=O)O1)C(C)C)C)C)C(C)C)NC(=O)C3=C4C(=C(C=C3)C)OC5=C(C(=O)C(=C(C5=N4)C(=O)NC6C(OC(=O)C(N(C(=O)CN(C(=O)C7CCCN7C(=O)C(NC6=O)C(C)C)C)C)C(C)C)C)N)C. Drug 2: CC1=C(N=C(N=C1N)C(CC(=O)N)NCC(C(=O)N)N)C(=O)NC(C(C2=CN=CN2)OC3C(C(C(C(O3)CO)O)O)OC4C(C(C(C(O4)CO)O)OC(=O)N)O)C(=O)NC(C)C(C(C)C(=O)NC(C(C)O)C(=O)NCCC5=NC(=CS5)C6=NC(=CS6)C(=O)NCCC[S+](C)C)O. Cell line: NCI-H522. Synergy scores: CSS=39.9, Synergy_ZIP=10.8, Synergy_Bliss=13.0, Synergy_Loewe=14.4, Synergy_HSA=15.5. (4) Drug 1: CCC(=C(C1=CC=CC=C1)C2=CC=C(C=C2)OCCN(C)C)C3=CC=CC=C3.C(C(=O)O)C(CC(=O)O)(C(=O)O)O. Drug 2: CC1=C(C(=O)C2=C(C1=O)N3CC4C(C3(C2COC(=O)N)OC)N4)N. Cell line: SF-539. Synergy scores: CSS=48.0, Synergy_ZIP=5.39, Synergy_Bliss=5.20, Synergy_Loewe=-45.3, Synergy_HSA=0.0267. (5) Drug 1: CN(C)N=NC1=C(NC=N1)C(=O)N. Drug 2: CC1=C(C(=O)C2=C(C1=O)N3CC4C(C3(C2COC(=O)N)OC)N4)N. Cell line: MCF7. Synergy scores: CSS=34.4, Synergy_ZIP=9.30, Synergy_Bliss=1.84, Synergy_Loewe=-23.6, Synergy_HSA=1.66. (6) Drug 1: CC1C(C(=O)NC(C(=O)N2CCCC2C(=O)N(CC(=O)N(C(C(=O)O1)C(C)C)C)C)C(C)C)NC(=O)C3=C4C(=C(C=C3)C)OC5=C(C(=O)C(=C(C5=N4)C(=O)NC6C(OC(=O)C(N(C(=O)CN(C(=O)C7CCCN7C(=O)C(NC6=O)C(C)C)C)C)C(C)C)C)N)C. Drug 2: C(=O)(N)NO. Cell line: M14. Synergy scores: CSS=16.9, Synergy_ZIP=-3.31, Synergy_Bliss=-1.77, Synergy_Loewe=-90.5, Synergy_HSA=-3.20. (7) Drug 1: CC1CCC2CC(C(=CC=CC=CC(CC(C(=O)C(C(C(=CC(C(=O)CC(OC(=O)C3CCCCN3C(=O)C(=O)C1(O2)O)C(C)CC4CCC(C(C4)OC)OCCO)C)C)O)OC)C)C)C)OC. Drug 2: C1CNP(=O)(OC1)N(CCCl)CCCl. Cell line: 786-0. Synergy scores: CSS=5.26, Synergy_ZIP=-4.25, Synergy_Bliss=-6.05, Synergy_Loewe=-31.1, Synergy_HSA=-5.14.